This data is from Peptide-MHC class I binding affinity with 185,985 pairs from IEDB/IMGT. The task is: Regression. Given a peptide amino acid sequence and an MHC pseudo amino acid sequence, predict their binding affinity value. This is MHC class I binding data. (1) The peptide sequence is LSPYAVRI. The MHC is Mamu-A01 with pseudo-sequence Mamu-A01. The binding affinity (normalized) is 0.860. (2) The peptide sequence is KSRRFTVRF. The MHC is HLA-C15:02 with pseudo-sequence HLA-C15:02. The binding affinity (normalized) is 0.0847. (3) The peptide sequence is QTHLAIMAV. The MHC is HLA-A68:02 with pseudo-sequence HLA-A68:02. The binding affinity (normalized) is 0.812. (4) The peptide sequence is FLEQQNKIL. The MHC is HLA-A68:02 with pseudo-sequence HLA-A68:02. The binding affinity (normalized) is 0. (5) The MHC is Mamu-B03 with pseudo-sequence Mamu-B03. The binding affinity (normalized) is 0.528. The peptide sequence is RRVIRGERL. (6) The peptide sequence is SHYSHNPKL. The MHC is HLA-A26:01 with pseudo-sequence HLA-A26:01. The binding affinity (normalized) is 0.0847.